Dataset: Forward reaction prediction with 1.9M reactions from USPTO patents (1976-2016). Task: Predict the product of the given reaction. (1) Given the reactants C1CN([P+](ON2N=NC3C=CC=CC2=3)(N2CCCC2)N2CCCC2)CC1.F[P-](F)(F)(F)(F)F.[C:34]([C:37]1[N:42]=[C:41]([C:43]([OH:45])=O)[C:40]([O:46][CH2:47][C:48]2[CH:53]=[CH:52][CH:51]=[CH:50][CH:49]=2)=[C:39]([O:54][CH2:55][C:56]2[CH:61]=[CH:60][CH:59]=[CH:58][CH:57]=2)[CH:38]=1)(=[O:36])[CH3:35].[F:62][C:63]1[CH:70]=[CH:69][C:66]([CH2:67][NH2:68])=[CH:65][CH:64]=1.CCN(CC)CC, predict the reaction product. The product is: [C:34]([C:37]1[N:42]=[C:41]([C:43]([NH:68][CH2:67][C:66]2[CH:69]=[CH:70][C:63]([F:62])=[CH:64][CH:65]=2)=[O:45])[C:40]([O:46][CH2:47][C:48]2[CH:53]=[CH:52][CH:51]=[CH:50][CH:49]=2)=[C:39]([O:54][CH2:55][C:56]2[CH:57]=[CH:58][CH:59]=[CH:60][CH:61]=2)[CH:38]=1)(=[O:36])[CH3:35]. (2) Given the reactants S(=O)(=O)(O)O.O.[Cl:7][C:8]1[CH:13]=[CH:12][C:11]([CH2:14][CH:15](O)[CH:16]([CH3:18])[CH3:17])=[CH:10][CH:9]=1, predict the reaction product. The product is: [Cl:7][C:8]1[CH:13]=[C:12]2[C:11]([CH2:14][CH2:15][C:16]2([CH3:18])[CH3:17])=[CH:10][CH:9]=1. (3) Given the reactants Cl[CH2:2][C:3]1[O:4][C:5]2[CH:11]=[CH:10][C:9]([C:12]3[C:20]4[C:15](=[CH:16][C:17]([F:21])=[CH:18][CH:19]=4)[N:14]([S:22]([C:25]4[CH:30]=[CH:29][CH:28]=[CH:27][CH:26]=4)(=[O:24])=[O:23])[CH:13]=3)=[CH:8][C:6]=2[N:7]=1.[CH3:31][N:32]1[CH2:37][CH2:36][NH:35][CH2:34][CH2:33]1, predict the reaction product. The product is: [F:21][C:17]1[CH:16]=[C:15]2[C:20]([C:12]([C:9]3[CH:10]=[CH:11][C:5]4[O:4][C:3]([CH2:2][N:35]5[CH2:36][CH2:37][N:32]([CH3:31])[CH2:33][CH2:34]5)=[N:7][C:6]=4[CH:8]=3)=[CH:13][N:14]2[S:22]([C:25]2[CH:30]=[CH:29][CH:28]=[CH:27][CH:26]=2)(=[O:24])=[O:23])=[CH:19][CH:18]=1. (4) Given the reactants [CH3:1][O:2][C:3](=[O:19])[C@@H:4]([CH3:18])[CH2:5][C@H:6]([NH:10][C:11]([O:13][C:14]([CH3:17])([CH3:16])[CH3:15])=[O:12])[C:7]([OH:9])=O.CN1CCOCC1.[F:27][C:28]1[CH:33]=[CH:32][C:31]([CH2:34][C:35]([NH2:38])([CH3:37])[CH3:36])=[CH:30][CH:29]=1.C(OC(Cl)=O)C(C)C, predict the reaction product. The product is: [CH3:1][O:2][C:3](=[O:19])[C@@H:4]([CH3:18])[CH2:5][C@H:6]([NH:10][C:11]([O:13][C:14]([CH3:17])([CH3:16])[CH3:15])=[O:12])[C:7](=[O:9])[NH:38][C:35]([CH3:37])([CH3:36])[CH2:34][C:31]1[CH:32]=[CH:33][C:28]([F:27])=[CH:29][CH:30]=1. (5) Given the reactants [Cl:1][C:2]1[N:7]=[C:6]([C:8]([OH:10])=O)[CH:5]=[CH:4][CH:3]=1.C1C=CC2N(O)N=NC=2C=1.[CH3:21][CH2:22][N:23]=[C:24]=[N:25][CH2:26][CH2:27][CH2:28][N:29](C)C.Cl.NCCCN1C=CN=C1, predict the reaction product. The product is: [Cl:1][C:2]1[N:7]=[C:6]([C:8]([NH:29][CH2:28][CH2:27][CH2:26][N:25]2[CH:21]=[CH:22][N:23]=[CH:24]2)=[O:10])[CH:5]=[CH:4][CH:3]=1. (6) The product is: [CH:20]1([S:23]([N:26]2[CH:30]=[C:29]([C:31]3[N:36]=[C:35]([NH:37][C:2]4[N:7]=[CH:6][C:5]5[C:8]([N:14]6[CH2:19][CH2:18][O:17][CH2:16][CH2:15]6)=[CH:9][N:10]([CH:11]([CH3:13])[CH3:12])[C:4]=5[CH:3]=4)[CH:34]=[CH:33][N:32]=3)[CH:28]=[N:27]2)(=[O:24])=[O:25])[CH2:22][CH2:21]1. Given the reactants Cl[C:2]1[N:7]=[CH:6][C:5]2[C:8]([N:14]3[CH2:19][CH2:18][O:17][CH2:16][CH2:15]3)=[CH:9][N:10]([CH:11]([CH3:13])[CH3:12])[C:4]=2[CH:3]=1.[CH:20]1([S:23]([N:26]2[CH:30]=[C:29]([C:31]3[N:36]=[C:35]([NH2:37])[CH:34]=[CH:33][N:32]=3)[CH:28]=[N:27]2)(=[O:25])=[O:24])[CH2:22][CH2:21]1.C1(P(C2CCCCC2)C2C=CC=CC=2C2C(C(C)C)=CC(C(C)C)=CC=2C(C)C)CCCCC1.C(=O)([O-])[O-].[Cs+].[Cs+], predict the reaction product. (7) Given the reactants [F:1][C:2]([F:19])([F:18])[C:3]1[C:4]([C:9]2[CH:17]=[CH:16][C:12]([C:13]([OH:15])=O)=[CH:11][CH:10]=2)=[N:5][CH:6]=[CH:7][CH:8]=1.[C:20]([C:24]1[CH:29]=[CH:28][C:27]([NH2:30])=[CH:26][C:25]=1[O:31][CH2:32][CH2:33][O:34][Si:35]([C:38]([CH3:41])([CH3:40])[CH3:39])([CH3:37])[CH3:36])([CH3:23])([CH3:22])[CH3:21].C(N(CC)CC)C.F[P-](F)(F)(F)(F)F.N1(O[P+](N(C)C)(N(C)C)N(C)C)C2C=CC=CC=2N=N1, predict the reaction product. The product is: [C:20]([C:24]1[CH:29]=[CH:28][C:27]([NH:30][C:13](=[O:15])[C:12]2[CH:11]=[CH:10][C:9]([C:4]3[C:3]([C:2]([F:1])([F:19])[F:18])=[CH:8][CH:7]=[CH:6][N:5]=3)=[CH:17][CH:16]=2)=[CH:26][C:25]=1[O:31][CH2:32][CH2:33][O:34][Si:35]([C:38]([CH3:41])([CH3:40])[CH3:39])([CH3:36])[CH3:37])([CH3:23])([CH3:21])[CH3:22]. (8) Given the reactants [Cl:1][C:2]1[C:3]([CH3:13])=[CH:4][C:5]([F:12])=[C:6]([CH:11]=1)[C:7]([O:9]C)=[O:8].[OH-].[Na+], predict the reaction product. The product is: [Cl:1][C:2]1[C:3]([CH3:13])=[CH:4][C:5]([F:12])=[C:6]([CH:11]=1)[C:7]([OH:9])=[O:8]. (9) Given the reactants [C:1]([C:5]1[CH:23]=[C:8]2[N:9]=[C:10]([CH3:22])[C:11]([CH:14]([CH2:19][CH2:20][CH3:21])[C:15]([O:17][CH3:18])=[O:16])=[C:12](Cl)[N:7]2[N:6]=1)([CH3:4])([CH3:3])[CH3:2].C([N:27]([CH:30]([CH3:32])[CH3:31])CC)(C)C, predict the reaction product. The product is: [NH2:27][C:30]1[CH:31]=[C:5]([CH3:23])[CH:1]=[CH:2][C:32]=1[C:12]1[N:7]2[N:6]=[C:5]([C:1]([CH3:4])([CH3:3])[CH3:2])[CH:23]=[C:8]2[N:9]=[C:10]([CH3:22])[C:11]=1[CH:14]([CH2:19][CH2:20][CH3:21])[C:15]([O:17][CH3:18])=[O:16].